Dataset: Reaction yield outcomes from USPTO patents with 853,638 reactions. Task: Predict the reaction yield, written as a fraction of the theoretical maximum amount of product (1.0 means a 100% yield; for example, 0.34 means a 34% yield). (1) The reactants are I[C:2]1[CH:8]=[C:7]([N+:9]([O-:11])=[O:10])[CH:6]=[CH:5][C:3]=1[NH2:4].[C:12]([C:14]1[CH:19]=[CH:18][CH:17]=[CH:16][N:15]=1)#[CH:13]. The catalyst is CN(C=O)C.CCN(CC)CC.O.Cl[Pd](Cl)([P](C1C=CC=CC=1)(C1C=CC=CC=1)C1C=CC=CC=1)[P](C1C=CC=CC=1)(C1C=CC=CC=1)C1C=CC=CC=1.[Cu]I. The product is [N+:9]([C:7]1[CH:6]=[CH:5][C:3]([NH2:4])=[C:2]([C:13]#[C:12][C:14]2[CH:19]=[CH:18][CH:17]=[CH:16][N:15]=2)[CH:8]=1)([O-:11])=[O:10]. The yield is 0.600. (2) The reactants are [Cl:1][C:2]1[CH:7]=[C:6](/[CH:8]=[CH:9]/[CH:10]([C:15]2[CH:20]=[C:19]([Cl:21])[C:18]([Cl:22])=[C:17]([Cl:23])[CH:16]=2)[C:11]([F:14])([F:13])[F:12])[CH:5]=[CH:4][C:3]=1[CH2:24][NH2:25].[CH2:26]([N:28]=[C:29]=[S:30])[CH3:27]. The catalyst is C(Cl)Cl. The product is [Cl:1][C:2]1[CH:7]=[C:6](/[CH:8]=[CH:9]/[CH:10]([C:15]2[CH:20]=[C:19]([Cl:21])[C:18]([Cl:22])=[C:17]([Cl:23])[CH:16]=2)[C:11]([F:14])([F:13])[F:12])[CH:5]=[CH:4][C:3]=1[CH2:24][NH:25][C:29]([NH:28][CH2:26][CH3:27])=[S:30]. The yield is 0.600. (3) The reactants are [C:1]([C:3]1[C:4]([C:29]2[CH:34]=[CH:33][C:32]([OH:35])=[CH:31][CH:30]=2)=[N:5][N:6]2[CH:11]([C:12]3[CH:17]=[CH:16][CH:15]=[CH:14][C:13]=3[NH:18][C:19](=[O:28])[O:20][CH2:21][C:22]3[CH:27]=[CH:26][CH:25]=[CH:24][CH:23]=3)[CH2:10][CH2:9][NH:8][C:7]=12)#[N:2].[F:36][C:37]1[CH:42]=[CH:41][C:40](B(O)O)=[CH:39][CH:38]=1.CO. The catalyst is C(Cl)Cl.[Cl-].[Na+].O.CC([O-])=O.CC([O-])=O.[Cu+2]. The product is [C:1]([C:3]1[C:4]([C:29]2[CH:30]=[CH:31][C:32]([O:35][C:40]3[CH:41]=[CH:42][C:37]([F:36])=[CH:38][CH:39]=3)=[CH:33][CH:34]=2)=[N:5][N:6]2[CH:11]([C:12]3[CH:17]=[CH:16][CH:15]=[CH:14][C:13]=3[NH:18][C:19](=[O:28])[O:20][CH2:21][C:22]3[CH:27]=[CH:26][CH:25]=[CH:24][CH:23]=3)[CH2:10][CH2:9][NH:8][C:7]=12)#[N:2]. The yield is 0.750.